This data is from Reaction yield outcomes from USPTO patents with 853,638 reactions. The task is: Predict the reaction yield, written as a fraction of the theoretical maximum amount of product (1.0 means a 100% yield; for example, 0.34 means a 34% yield). (1) The reactants are [CH:1]([C:4]1[N:5]=[C:6]([CH2:9][O:10][C:11]2[CH:16]=[CH:15][N:14]=[C:13]([NH:17]C(=O)OC(C)(C)C)[CH:12]=2)[S:7][CH:8]=1)([CH3:3])[CH3:2].FC(F)(F)C(O)=O. The catalyst is ClCCl. The product is [CH:1]([C:4]1[N:5]=[C:6]([CH2:9][O:10][C:11]2[CH:16]=[CH:15][N:14]=[C:13]([NH2:17])[CH:12]=2)[S:7][CH:8]=1)([CH3:3])[CH3:2]. The yield is 0.660. (2) The reactants are [CH:1]1([NH:7][C:8](=[O:22])/[CH:9]=[CH:10]/[CH:11]=[CH:12]/[C:13]2[CH:18]=[CH:17][C:16]3[O:19][CH2:20][O:21][C:15]=3[CH:14]=2)[CH2:6][CH2:5][CH2:4][CH2:3][CH2:2]1. The catalyst is [Pd].C(OC(=O)C)C. The product is [CH:1]1([NH:7][C:8](=[O:22])[CH2:9][CH2:10][CH2:11][CH2:12][C:13]2[CH:18]=[CH:17][C:16]3[O:19][CH2:20][O:21][C:15]=3[CH:14]=2)[CH2:6][CH2:5][CH2:4][CH2:3][CH2:2]1. The yield is 0.840. (3) The reactants are [F:1][C:2]([F:8])([F:7])[C:3](OC)=[O:4].C(N(CC)CC)C.[NH2:16][CH2:17][CH2:18][CH2:19][CH2:20][CH2:21][CH2:22][CH2:23][CH2:24][CH2:25][CH2:26][CH2:27][C:28]([OH:30])=[O:29].Cl. The catalyst is CO.C(OCC)(=O)C. The product is [F:8][C:2]([F:1])([F:7])[C:3]([NH:16][CH2:17][CH2:18][CH2:19][CH2:20][CH2:21][CH2:22][CH2:23][CH2:24][CH2:25][CH2:26][CH2:27][C:28]([OH:30])=[O:29])=[O:4]. The yield is 0.970. (4) The reactants are [CH3:1][C:2]1([CH2:6][OH:7])[CH2:5][O:4][CH2:3]1.[H-].[Na+].F[C:11]1[CH:16]=[CH:15][C:14]([N+:17]([O-:19])=[O:18])=[CH:13][C:12]=1[N:20]1[C:24](=[O:25])[N:23]([CH3:26])[N:22]=[N:21]1.C(OCC)(=O)C. The catalyst is CN(C=O)C.O. The product is [CH3:1][C:2]1([CH2:6][O:7][C:11]2[CH:16]=[CH:15][C:14]([N+:17]([O-:19])=[O:18])=[CH:13][C:12]=2[N:20]2[C:24](=[O:25])[N:23]([CH3:26])[N:22]=[N:21]2)[CH2:5][O:4][CH2:3]1. The yield is 0.580. (5) No catalyst specified. The yield is 0.900. The reactants are [C-:1]#[N:2].[Na+].C(O)(=O)[C:5]1[C:6](=[CH:8][CH:9]=[CH:10][CH:11]=1)[NH2:7].[CH3:14][C:15]([CH3:17])=O.C(O[CH2:22][CH3:23])(=O)C.[C:24](O)(=O)[CH3:25]. The product is [CH3:14][C:15]1[CH:17]=[CH:23][C:22]([NH:7][C:6]2([C:1]#[N:2])[CH2:5][CH2:11][CH2:10][CH2:9][CH2:8]2)=[CH:25][CH:24]=1. (6) The reactants are N(OC(C)(C)C)=O.N[C:9]1[C:16]([Cl:17])=[CH:15][C:12]([C:13]#[N:14])=[CH:11][N:10]=1.[ClH:18]. The catalyst is CC#N. The product is [Cl:17][C:16]1[C:9]([Cl:18])=[N:10][CH:11]=[C:12]([CH:15]=1)[C:13]#[N:14]. The yield is 0.630.